From a dataset of Reaction yield outcomes from USPTO patents with 853,638 reactions. Predict the reaction yield, written as a fraction of the theoretical maximum amount of product (1.0 means a 100% yield; for example, 0.34 means a 34% yield). (1) The reactants are [Cl:1][C:2]1[CH:7]=[CH:6][C:5]([C:8]2([CH3:19])[C:13]3[CH:14]=[CH:15][CH:16]=[CH:17][C:12]=3[NH:11][C:10](=[O:18])[O:9]2)=[CH:4][CH:3]=1.C(O)(=O)C.S(=O)(=O)(O)O.[N+:29]([O-])([OH:31])=[O:30]. The catalyst is [Cl-].[Na+].O. The product is [Cl:1][C:2]1[CH:3]=[CH:4][C:5]([C:8]2([CH3:19])[C:13]3[CH:14]=[C:15]([N+:29]([O-:31])=[O:30])[CH:16]=[CH:17][C:12]=3[NH:11][C:10](=[O:18])[O:9]2)=[CH:6][CH:7]=1. The yield is 0.320. (2) The reactants are C1CO[C:8]2[CH:7]=[CH:6][C:5]([NH:11][C:12]3[C:17]([F:18])=[CH:16][N:15]=[C:14]([NH:19][C:20]4[CH:25]=[CH:24][CH:23]=[C:22](O)[CH:21]=4)[N:13]=3)=[CH:4][C:3]=2[O:2]1.ClC1N=C(NC2C=CC=C(O)C=2)C(F)=C[N:29]=1.N1C=CC=CC=1CN. No catalyst specified. The product is [F:18][C:17]1[C:12]([NH:11][C:5]2[CH:6]=[CH:7][CH:8]=[C:3]([OH:2])[CH:4]=2)=[N:13][C:14]([NH:19][CH2:20][C:25]2[CH:24]=[CH:23][CH:22]=[CH:21][N:29]=2)=[N:15][CH:16]=1. The yield is 0.620. (3) The reactants are C([O:3][C:4](=[O:32])[CH2:5][O:6][C:7]1[CH:12]=[C:11]([F:13])[C:10]([N:14]2[CH2:19][CH2:18][O:17][CH2:16][CH2:15]2)=[CH:9][C:8]=1[C:20](=[O:31])[NH:21][CH2:22][C:23]1[CH:28]=[CH:27][C:26]([Br:29])=[CH:25][C:24]=1[F:30])C.[OH-].[Na+]. The catalyst is C(O)C. The product is [Br:29][C:26]1[CH:27]=[CH:28][C:23]([CH2:22][NH:21][C:20]([C:8]2[CH:9]=[C:10]([N:14]3[CH2:19][CH2:18][O:17][CH2:16][CH2:15]3)[C:11]([F:13])=[CH:12][C:7]=2[O:6][CH2:5][C:4]([OH:32])=[O:3])=[O:31])=[C:24]([F:30])[CH:25]=1. The yield is 0.930.